Dataset: Peptide-MHC class I binding affinity with 185,985 pairs from IEDB/IMGT. Task: Regression. Given a peptide amino acid sequence and an MHC pseudo amino acid sequence, predict their binding affinity value. This is MHC class I binding data. (1) The peptide sequence is GLIHACMLV. The MHC is HLA-A02:01 with pseudo-sequence HLA-A02:01. The binding affinity (normalized) is 0.974. (2) The peptide sequence is FVSLAIDAY. The MHC is HLA-A24:02 with pseudo-sequence HLA-A24:02. The binding affinity (normalized) is 0.0979. (3) The peptide sequence is LITGGRRTR. The MHC is HLA-A02:01 with pseudo-sequence HLA-A02:01. The binding affinity (normalized) is 0.